From a dataset of Catalyst prediction with 721,799 reactions and 888 catalyst types from USPTO. Predict which catalyst facilitates the given reaction. (1) Reactant: [NH2:1][C:2](=O)[CH2:3][N:4]1[C:9](=[N:10]S(C2C=CC(C)=CC=2)(=O)=O)[CH:8]=[CH:7][C:6]([O:21][C:22]2[CH:23]=[C:24]([NH:28][C:29](=[O:41])[C:30]3[CH:35]=[CH:34][CH:33]=[C:32]([C:36]([C:39]#[N:40])([CH3:38])[CH3:37])[CH:31]=3)[CH:25]=[CH:26][CH:27]=2)=[CH:5]1.[F:50][C:49]([F:52])([F:51])[C:48](O[C:48](=[O:53])[C:49]([F:52])([F:51])[F:50])=[O:53]. Product: [C:39]([C:36]([C:32]1[CH:31]=[C:30]([CH:35]=[CH:34][CH:33]=1)[C:29]([NH:28][C:24]1[CH:25]=[CH:26][CH:27]=[C:22]([O:21][C:6]2[CH:7]=[CH:8][C:9]3[N:4]([CH:3]=[C:2]([NH:1][C:48](=[O:53])[C:49]([F:50])([F:51])[F:52])[N:10]=3)[CH:5]=2)[CH:23]=1)=[O:41])([CH3:38])[CH3:37])#[N:40]. The catalyst class is: 4. (2) Reactant: [C:1]([O:5][C:6]([N:8]1[CH2:17][CH2:16][C:11]2([CH2:14][CH:13](O)[CH2:12]2)[CH2:10][CH2:9]1)=[O:7])([CH3:4])([CH3:3])[CH3:2].C1(P(C2C=CC=CC=2)C2C=CC=CC=2)C=CC=CC=1.C(Br)(Br)(Br)[Br:38]. Product: [C:1]([O:5][C:6]([N:8]1[CH2:17][CH2:16][C:11]2([CH2:14][CH:13]([Br:38])[CH2:12]2)[CH2:10][CH2:9]1)=[O:7])([CH3:4])([CH3:3])[CH3:2]. The catalyst class is: 165. (3) Reactant: [C:1]([C:3]1[CH:4]=[C:5]([CH:9]([CH3:13])[C:10]([OH:12])=O)[CH:6]=[CH:7][CH:8]=1)#[N:2].CN(C)CCCN=C=NCC.ON1C2C=CC=CC=2N=N1.C(N(CC)CC)C.[N:42]1([C:47]2[C:52]([CH2:53][NH2:54])=[CH:51][CH:50]=[C:49]([C:55]([F:58])([F:57])[F:56])[N:48]=2)[CH2:46][CH2:45][CH2:44][CH2:43]1. Product: [C:1]([C:3]1[CH:4]=[C:5]([CH:9]([CH3:13])[C:10]([NH:54][CH2:53][C:52]2[C:47]([N:42]3[CH2:46][CH2:45][CH2:44][CH2:43]3)=[N:48][C:49]([C:55]([F:58])([F:56])[F:57])=[CH:50][CH:51]=2)=[O:12])[CH:6]=[CH:7][CH:8]=1)#[N:2]. The catalyst class is: 38. (4) Reactant: Cl[C:2]1[CH:7]=[C:6]([Cl:8])[N:5]=[CH:4][N:3]=1.CCN(C(C)C)C(C)C.[N:18]1[CH:23]=[CH:22][CH:21]=[CH:20][C:19]=1[CH2:24][NH2:25].O. Product: [Cl:8][C:6]1[N:5]=[CH:4][N:3]=[C:2]([NH:25][CH2:24][C:19]2[CH:20]=[CH:21][CH:22]=[CH:23][N:18]=2)[CH:7]=1. The catalyst class is: 41. (5) Reactant: [Cl:1][C:2]1[CH:7]=[CH:6][C:5]([C@@:8]2([OH:16])[CH2:13][CH2:12][NH:11][CH2:10][C:9]2([CH3:15])[CH3:14])=[CH:4][CH:3]=1.C(=O)([O-])[O-].[K+].[K+].Br[CH2:24][CH2:25][CH:26]=[C:27]1[C:33]2[CH:34]=[CH:35][CH:36]=[N:37][C:32]=2[CH2:31][O:30][C:29]2[CH:38]=[CH:39][C:40]([C:42](=[O:44])[CH3:43])=[CH:41][C:28]1=2. Product: [Cl:1][C:2]1[CH:7]=[CH:6][C:5]([C@@:8]2([OH:16])[CH2:13][CH2:12][N:11]([CH2:24][CH2:25][CH:26]=[C:27]3[C:33]4[CH:34]=[CH:35][CH:36]=[N:37][C:32]=4[CH2:31][O:30][C:29]4[CH:38]=[CH:39][C:40]([C:42](=[O:44])[CH3:43])=[CH:41][C:28]3=4)[CH2:10][C:9]2([CH3:14])[CH3:15])=[CH:4][CH:3]=1. The catalyst class is: 47.